From a dataset of Forward reaction prediction with 1.9M reactions from USPTO patents (1976-2016). Predict the product of the given reaction. (1) Given the reactants [Br:1][C:2]1[C:11]2[C:6](=[CH:7][CH:8]=[CH:9][CH:10]=2)[C:5](/[CH:12]=[N:13]/[OH:14])=[CH:4][CH:3]=1.[Cl:15][C:16]1[CH:21]=[C:20]([C:22]([C:24]([F:27])([F:26])[F:25])=[CH2:23])[CH:19]=[C:18]([C:28]([F:31])([F:30])[F:29])[CH:17]=1.Cl([Na])=O, predict the reaction product. The product is: [Br:1][C:2]1[C:11]2[C:6](=[CH:7][CH:8]=[CH:9][CH:10]=2)[C:5]([C:12]2[CH2:23][C:22]([C:20]3[CH:19]=[C:18]([C:28]([F:29])([F:30])[F:31])[CH:17]=[C:16]([Cl:15])[CH:21]=3)([C:24]([F:27])([F:26])[F:25])[O:14][N:13]=2)=[CH:4][CH:3]=1. (2) Given the reactants [F:1][C:2]([F:13])([F:12])[C:3]1[C:8]([C:9]([OH:11])=O)=[CH:7][N:6]=[CH:5][CH:4]=1.[CH3:14][Si:15]([CH3:43])([CH3:42])[CH2:16][CH2:17][O:18][C:19](=[O:41])[C@H:20](CCSC)NC(=O)C1C=CC(N)=CC=1C1C=CC=CC=1.ON1[C:50](=O)[C:49]2[CH:52]=[CH:53][CH:54]=[CH:55][C:48]=2N=N1.CN(C)[CH2:58][CH2:59][CH2:60][N:61]=C=NCC.[CH3:67]N(C=O)C, predict the reaction product. The product is: [CH3:43][Si:15]([CH3:14])([CH3:42])[CH2:16][CH2:17][O:18][C:19](=[O:41])[C:20]1[CH:58]=[CH:59][C:60]([NH:61][C:9]([C:8]2[CH:7]=[N:6][CH:5]=[CH:4][C:3]=2[C:2]([F:1])([F:13])[F:12])=[O:11])=[CH:67][C:50]=1[C:49]1[CH:52]=[CH:53][CH:54]=[CH:55][CH:48]=1. (3) Given the reactants [O:1]=[C:2]1[C:9]2[C:8]([C:10]([F:13])([F:12])[F:11])=[N:7][N:6]([CH2:14][C:15]([O:17]CC)=[O:16])[C:5]=2[CH2:4][CH2:3]1.C(OC(NCC1C=C2C(=CC=1)NC=C2CC(OC)=O)=O)(C)(C)C, predict the reaction product. The product is: [O:1]=[C:2]1[C:9]2[C:8]([C:10]([F:13])([F:12])[F:11])=[N:7][N:6]([CH2:14][C:15]([OH:17])=[O:16])[C:5]=2[CH2:4][CH2:3]1. (4) Given the reactants [CH3:1][NH:2][CH3:3].[ClH:4].[CH2:5]=O.[CH2:7]1[CH2:17][C:15](=[O:16])[C:14]2[C:9](=[CH:10][CH:11]=[CH:12][CH:13]=2)[CH2:8]1, predict the reaction product. The product is: [ClH:4].[CH3:1][NH:2][CH3:3].[ClH:4].[CH3:1][N:2]([CH2:5][CH:17]1[CH2:7][CH2:8][C:9]2[C:14](=[CH:13][CH:12]=[CH:11][CH:10]=2)[C:15]1=[O:16])[CH3:3]. (5) Given the reactants Cl.[NH2:2][C@@H:3]([CH2:11][CH2:12][C:13]([O:15][CH3:16])=[O:14])[C:4]([O:6][C:7]([CH3:10])([CH3:9])[CH3:8])=[O:5].[C:17]1([CH:23]([C:44]2[CH:49]=[CH:48][CH:47]=[CH:46][CH:45]=2)[C:24]2[CH:29]=[CH:28][C:27]([C:30](N[C@@H](CCCNC(=N)C)C(O)=O)=[O:31])=[CH:26][CH:25]=2)[CH:22]=[CH:21][CH:20]=[CH:19][CH:18]=1.C(O)(C(F)(F)F)=O.C(N(C(C)C)CC)(C)C.CN(C(ON1N=NC2C=CC=CC1=2)=[N+](C)C)C.F[P-](F)(F)(F)(F)F, predict the reaction product. The product is: [C:44]1([CH:23]([C:17]2[CH:18]=[CH:19][CH:20]=[CH:21][CH:22]=2)[C:24]2[CH:29]=[CH:28][C:27]([C:30]([NH:2][C@@H:3]([CH2:11][CH2:12][C:13]([O:15][CH3:16])=[O:14])[C:4]([O:6][C:7]([CH3:10])([CH3:9])[CH3:8])=[O:5])=[O:31])=[CH:26][CH:25]=2)[CH:45]=[CH:46][CH:47]=[CH:48][CH:49]=1. (6) Given the reactants [F:1][C:2]1([CH2:11][OH:12])[CH2:7][CH2:6][N:5]([C:8]([O-:10])=[O:9])[CH2:4][CH2:3]1.CC(OI1(OC(C)=O)(OC(C)=O)O[C:24](=O)[C:23]2[CH:22]=CC=C[C:18]1=2)=O.ClCCl, predict the reaction product. The product is: [F:1][C:2]1([CH:11]=[O:12])[CH2:3][CH2:4][N:5]([C:8]([O:10][C:23]([CH3:24])([CH3:22])[CH3:18])=[O:9])[CH2:6][CH2:7]1. (7) Given the reactants [F:1][C:2]1[CH:3]=[C:4]([CH:6]=[CH:7][C:8]=1[O:9][C:10]1[CH:15]=[CH:14][N:13]=[C:12]2[CH:16]=[C:17](I)[S:18][C:11]=12)[NH2:5].[CH2:20]([NH:23][C:24](=[O:31])[CH2:25][N:26]1[CH2:30][CH2:29][CH2:28][CH2:27]1)[C:21]#[CH:22], predict the reaction product. The product is: [NH2:5][C:4]1[CH:6]=[CH:7][C:8]([O:9][C:10]2[CH:15]=[CH:14][N:13]=[C:12]3[CH:16]=[C:17]([C:22]#[C:21][CH2:20][NH:23][C:24](=[O:31])[CH2:25][N:26]4[CH2:30][CH2:29][CH2:28][CH2:27]4)[S:18][C:11]=23)=[C:2]([F:1])[CH:3]=1. (8) Given the reactants CS(O[CH2:6][CH2:7][C@H:8]1[O:14][C@H:13]([C:15]2[CH:20]=[CH:19][CH:18]=[C:17]([O:21][CH3:22])[C:16]=2[O:23][CH3:24])[C:12]2[CH:25]=[C:26]([Cl:29])[CH:27]=[CH:28][C:11]=2[N:10]2[CH:30]=[CH:31][CH:32]=[C:9]12)(=O)=O.[N-:33]=[N+:34]=[N-:35].[Na+], predict the reaction product. The product is: [N:33]([CH2:6][CH2:7][C@H:8]1[O:14][C@H:13]([C:15]2[CH:20]=[CH:19][CH:18]=[C:17]([O:21][CH3:22])[C:16]=2[O:23][CH3:24])[C:12]2[CH:25]=[C:26]([Cl:29])[CH:27]=[CH:28][C:11]=2[N:10]2[CH:30]=[CH:31][CH:32]=[C:9]12)=[N+:34]=[N-:35]. (9) Given the reactants [CH2:1]([C:3]1[N:7]([CH2:8][CH2:9][CH3:10])[N:6]=[C:5]([C:11]([NH2:13])=O)[CH:4]=1)[CH3:2], predict the reaction product. The product is: [CH2:1]([C:3]1[N:7]([CH2:8][CH2:9][CH3:10])[N:6]=[C:5]([C:11]#[N:13])[CH:4]=1)[CH3:2].